This data is from Full USPTO retrosynthesis dataset with 1.9M reactions from patents (1976-2016). The task is: Predict the reactants needed to synthesize the given product. (1) Given the product [ClH:32].[NH2:8][CH:9]([C:20]1[CH:21]=[CH:22][C:23]([C:26]2[CH:31]=[CH:30][CH:29]=[CH:28][CH:27]=2)=[CH:24][CH:25]=1)[C:10]([NH:12][CH2:13][C:14]1[CH:19]=[CH:18][CH:17]=[CH:16][CH:15]=1)=[O:11], predict the reactants needed to synthesize it. The reactants are: C(OC([NH:8][CH:9]([C:20]1[CH:25]=[CH:24][C:23]([C:26]2[CH:31]=[CH:30][CH:29]=[CH:28][CH:27]=2)=[CH:22][CH:21]=1)[C:10]([NH:12][CH2:13][C:14]1[CH:19]=[CH:18][CH:17]=[CH:16][CH:15]=1)=[O:11])=O)(C)(C)C.[ClH:32]. (2) Given the product [CH2:1]([S:3]([C:4]1[CH:9]=[C:8]([F:10])[CH:7]=[CH:6][C:5]=1[C:11]1[N:23]([CH3:24])[C:14]2=[N:15][CH:16]=[C:17]([C:19]([F:22])([F:20])[F:21])[CH:18]=[C:13]2[N:12]=1)=[O:33])[CH3:2], predict the reactants needed to synthesize it. The reactants are: [CH2:1]([S:3][C:4]1[CH:9]=[C:8]([F:10])[CH:7]=[CH:6][C:5]=1[C:11]1[N:23]([CH3:24])[C:14]2=[N:15][CH:16]=[C:17]([C:19]([F:22])([F:21])[F:20])[CH:18]=[C:13]2[N:12]=1)[CH3:2].ClC1C=CC=C(C(OO)=[O:33])C=1.C(=O)([O-])O.[Na+].S([O-])([O-])(=O)=S.[Na+].[Na+]. (3) The reactants are: FC(F)(F)S(O[C:7]1[C:16]2[C:11](=[CH:12][C:13]([CH3:17])=[CH:14][CH:15]=2)[O:10][C:9](=[O:18])[CH:8]=1)(=O)=O.[F:21][C:22]1[CH:23]=[C:24](B(O)O)[CH:25]=[CH:26][CH:27]=1.C1(P(C2CCCCC2)C2CCCCC2)CCCCC1.[F-].[K+]. Given the product [F:21][C:22]1[CH:27]=[C:26]([C:7]2[C:16]3[C:11](=[CH:12][C:13]([CH3:17])=[CH:14][CH:15]=3)[O:10][C:9](=[O:18])[CH:8]=2)[CH:25]=[CH:24][CH:23]=1, predict the reactants needed to synthesize it. (4) Given the product [C:14]([C:17]1[O:12][C:11]2[C:3](=[C:4]([C:5]([OH:7])=[O:6])[CH:8]=[CH:9][CH:10]=2)[N:2]=1)([CH3:16])([CH3:15])[CH3:13], predict the reactants needed to synthesize it. The reactants are: Br.[NH2:2][C:3]1[C:11]([OH:12])=[CH:10][CH:9]=[CH:8][C:4]=1[C:5]([OH:7])=[O:6].[C:13](Cl)(=O)[C:14]([CH3:17])([CH3:16])[CH3:15].C(N(CC)CC)C.O.C1(C)C=CC(S(O)(=O)=O)=CC=1.